From a dataset of Full USPTO retrosynthesis dataset with 1.9M reactions from patents (1976-2016). Predict the reactants needed to synthesize the given product. (1) Given the product [ClH:36].[ClH:36].[F:1][C:2]1[CH:3]=[CH:4][C:5]([C:9]2[C:10](=[O:35])[NH:11][C:12](=[O:34])[N:13]([CH2:15][CH2:16][CH2:17][N:18]3[CH2:23][C@H:22]4[C@:20]([C:24]5[CH:25]=[CH:26][C:27]([C:30]([F:32])([F:33])[F:31])=[CH:28][CH:29]=5)([CH2:21]4)[CH2:19]3)[CH:14]=2)=[N:6][C:7]=1[CH3:8], predict the reactants needed to synthesize it. The reactants are: [F:1][C:2]1[CH:3]=[CH:4][C:5]([C:9]2[C:10](=[O:35])[NH:11][C:12](=[O:34])[N:13]([CH2:15][CH2:16][CH2:17][N:18]3[CH2:23][C@H:22]4[C@:20]([C:24]5[CH:29]=[CH:28][C:27]([C:30]([F:33])([F:32])[F:31])=[CH:26][CH:25]=5)([CH2:21]4)[CH2:19]3)[CH:14]=2)=[N:6][C:7]=1[CH3:8].[ClH:36]. (2) Given the product [Br:1][C:2]1[CH:9]=[CH:8][C:5]([N:6]([CH3:7])[C:19](=[O:26])[C:20]2[CH:25]=[CH:24][CH:23]=[CH:22][CH:21]=2)=[C:4]([N+:10]([O-:12])=[O:11])[CH:3]=1, predict the reactants needed to synthesize it. The reactants are: [Br:1][C:2]1[CH:9]=[CH:8][C:5]([NH:6][CH3:7])=[C:4]([N+:10]([O-:12])=[O:11])[CH:3]=1.N1C=CC=CC=1.[C:19](Cl)(=[O:26])[C:20]1[CH:25]=[CH:24][CH:23]=[CH:22][CH:21]=1. (3) Given the product [F:30][C:44]1[CH:43]=[CH:42][C:41]([NH:37][C:60](=[O:59])[CH2:61][C:64]([NH:1][C:2]2[CH:22]=[CH:21][C:5]([O:6][C:7]3[CH:12]=[CH:11][N:10]=[C:9]([NH:13][C:14]([N:16]4[CH2:20][CH2:19][CH2:18][CH2:17]4)=[O:15])[CH:8]=3)=[CH:4][CH:3]=2)=[O:65])=[CH:40][CH:45]=1, predict the reactants needed to synthesize it. The reactants are: [NH2:1][C:2]1[CH:22]=[CH:21][C:5]([O:6][C:7]2[CH:12]=[CH:11][N:10]=[C:9]([NH:13][C:14]([N:16]3[CH2:20][CH2:19][CH2:18][CH2:17]3)=[O:15])[CH:8]=2)=[CH:4][CH:3]=1.C(N(CC)CC)C.[F:30][P-](F)(F)(F)(F)F.[N:37]1(O[P+](N(C)C)(N(C)C)N(C)C)[C:41]2[CH:42]=[CH:43][CH:44]=[CH:45][C:40]=2N=N1.C([O:59][CH2:60][CH3:61])C.CN(C)[CH:64]=[O:65]. (4) Given the product [CH3:8][N:9]([CH2:11][C:12]1[C:20]2[O:19][N:18]=[C:17]([CH2:21][CH2:22][CH:23]3[CH2:28][CH2:27][N:26]([CH2:6][C:2]4[S:1][CH:5]=[CH:4][CH:3]=4)[CH2:25][CH2:24]3)[C:16]=2[CH:15]=[CH:14][C:13]=1[O:29][CH2:30][CH:31]1[CH2:32][CH2:33]1)[CH3:10], predict the reactants needed to synthesize it. The reactants are: [S:1]1[CH:5]=[CH:4][CH:3]=[C:2]1[CH:6]=O.[CH3:8][N:9]([CH2:11][C:12]1[C:20]2[O:19][N:18]=[C:17]([CH2:21][CH2:22][CH:23]3[CH2:28][CH2:27][NH:26][CH2:25][CH2:24]3)[C:16]=2[CH:15]=[CH:14][C:13]=1[O:29][CH2:30][CH:31]1[CH2:33][CH2:32]1)[CH3:10]. (5) Given the product [CH3:19][O:18][C:15]1[CH:16]=[CH:17][C:12]([CH2:11][N:7]2[C:6](=[O:20])[C:5]3[CH:21]=[CH:22][C:2]([C:39]([CH3:44])([CH3:40])[CH:38]=[O:70])=[CH:3][C:4]=3[O:10][CH2:9][CH2:8]2)=[CH:13][CH:14]=1, predict the reactants needed to synthesize it. The reactants are: Br[C:2]1[CH:22]=[CH:21][C:5]2[C:6](=[O:20])[N:7]([CH2:11][C:12]3[CH:17]=[CH:16][C:15]([O:18][CH3:19])=[CH:14][CH:13]=3)[CH2:8][CH2:9][O:10][C:4]=2[CH:3]=1.C1C=CC(P(C2C([C:38]3C(P(C4C=CC=CC=4)C4C=CC=CC=4)=CC=[C:44]4[C:39]=3[CH:40]=CC=C4)=[C:44]3[C:39]([CH:40]=CC=C3)=[CH:38]C=2)C2C=CC=CC=2)=CC=1.C([O-])([O-])=[O:70].[Cs+].[Cs+].BrC1C=NNC(=O)C=1Cl.[NH4+].[Cl-]. (6) The reactants are: Cl[C:2]1[C:3]2[C:10]([I:11])=[CH:9][N:8]([CH2:12][C:13]3[CH:18]=[CH:17][C:16]([N+:19]([O-:21])=[O:20])=[CH:15][CH:14]=3)[C:4]=2[N:5]=[CH:6][N:7]=1.[NH4+:22].[OH-].O. Given the product [I:11][C:10]1[C:3]2[C:2]([NH2:22])=[N:7][CH:6]=[N:5][C:4]=2[N:8]([CH2:12][C:13]2[CH:18]=[CH:17][C:16]([N+:19]([O-:21])=[O:20])=[CH:15][CH:14]=2)[CH:9]=1, predict the reactants needed to synthesize it. (7) Given the product [CH2:1]([N:3]1[CH:7]=[C:6]([C:8]2[CH:17]=[C:16]3[C:11]([CH:12]=[CH:13][CH:14]=[N:15]3)=[C:10]([O:18][CH2:19][C@:20]3([F:33])[CH2:25][CH2:24][CH2:23][NH:22][CH2:21]3)[N:9]=2)[CH:5]=[N:4]1)[CH3:2], predict the reactants needed to synthesize it. The reactants are: [CH2:1]([N:3]1[CH:7]=[C:6]([C:8]2[CH:17]=[C:16]3[C:11]([CH:12]=[CH:13][CH:14]=[N:15]3)=[C:10]([O:18][CH2:19][C@:20]3([F:33])[CH2:25][CH2:24][CH2:23][N:22](C(OC(C)(C)C)=O)[CH2:21]3)[N:9]=2)[CH:5]=[N:4]1)[CH3:2].FC(F)(F)C(O)=O. (8) Given the product [O:1]1[CH:5]=[CH:4][CH:3]=[C:2]1[CH2:6][NH:7][CH2:8][CH2:9][C:10]([O:12][CH2:13][CH3:14])=[O:11], predict the reactants needed to synthesize it. The reactants are: [O:1]1[CH:5]=[CH:4][CH:3]=[C:2]1[CH:6]=[N:7][CH2:8][CH2:9][C:10]([O:12][CH2:13][CH3:14])=[O:11].[BH4-].[Na+].